This data is from Full USPTO retrosynthesis dataset with 1.9M reactions from patents (1976-2016). The task is: Predict the reactants needed to synthesize the given product. Given the product [Cl:1][C:2]1[CH:27]=[CH:26][C:5]([CH2:6][N:7]2[C:15]3[C:10](=[CH:11][C:12]([CH:16]=[C:17]4[S:21][C:20]([N:38]5[CH2:39][CH2:40][C:35]6[C:34]([OH:41])=[N:33][O:32][C:36]=6[CH2:37]5)=[N:19][C:18]4=[O:25])=[CH:13][CH:14]=3)[CH:9]=[N:8]2)=[C:4]([C:28]([F:29])([F:30])[F:31])[CH:3]=1, predict the reactants needed to synthesize it. The reactants are: [Cl:1][C:2]1[CH:27]=[CH:26][C:5]([CH2:6][N:7]2[C:15]3[C:10](=[CH:11][C:12]([CH:16]=[C:17]4[S:21][C:20](SCC)=[N:19][C:18]4=[O:25])=[CH:13][CH:14]=3)[CH:9]=[N:8]2)=[C:4]([C:28]([F:31])([F:30])[F:29])[CH:3]=1.[O:32]1[C:36]2[CH2:37][NH:38][CH2:39][CH2:40][C:35]=2[C:34]([OH:41])=[N:33]1.